Dataset: Experimentally validated miRNA-target interactions with 360,000+ pairs, plus equal number of negative samples. Task: Binary Classification. Given a miRNA mature sequence and a target amino acid sequence, predict their likelihood of interaction. (1) The miRNA is hsa-miR-3655 with sequence GCUUGUCGCUGCGGUGUUGCU. The protein sequence of the target gene is MDALDKVLKPKTKRAKRFLEKREPKLTENIKNAMLIKGGNANATVTQVLRDMYALKKPYGVLYKKKNITRPFEDQTSLEFFSKKSDCSLFMFGSHNKKRPNNLVIGRMYDYHVLDMIELGIEKFVSLKDIKTSKCPEGTKPMLIFAGDDFDVTEDFRRLKNLLIDFFRGPTVSNVRLAGLEYVLHFTALNGKVYFRSYKLLLKKSGCRTPRIELEEMGPSLDLVMRRTHLASDDLYKLSMKVPKALKPKKRKNISQDTFGTTFGRIHMQKQDLSKLQTRKMKGLKKRPAENGVDDQGKKS.... Result: 0 (no interaction). (2) The miRNA is hsa-miR-2114-3p with sequence CGAGCCUCAAGCAAGGGACUU. The protein sequence of the target gene is MSEASSEDLVPPLEAGAAPYREEEEAAKKKKEKKKKSKGLANVFCVFTKGKKKKGQPSSAEPEDAAGSRQGLDGPPPTVEELKAALERGQLEAARPLLALERELAAAAAAGGVSEEELVRRQSKVEALYELLRDQVLGVLRRPLEAPPERLRQALAVVAEQEREDRQAAAAGPGTSGLAATRPRRWLQLWRRGVAEAAEERMGQRPAAGAEVPESVFLHLGRTMKEDLEAVVERLKPLFPAEFGVVAAYAESYHQHFAAHLAAVAQFELCERDTYMLLLWVQNLYPNDIINSPKLVGELQ.... Result: 0 (no interaction). (3) The miRNA is hsa-miR-3620-3p with sequence UCACCCUGCAUCCCGCACCCAG. The protein sequence of the target gene is MVPKADSGAFLLLFLLVLTVTEPLRPELRCNPGQFACHGGTIQCIPLPWQCDGWPTCEDKSDEADCPVTGEARPYGKETVDLRQGRARGGDPTHFHTVNVAQPVRFSSFLGKCPSGWHHYEGTASCYRVYLSGENYWDAAQTCQRVNGSLATFSTDQELRFVLAQEWDQPERSFGWKDQRKLWVGYQYVITGRNHSLEGRWEVAFKGSPEVFLPPDPIFASAMSENDNVFCAQLQCFHFPTLRHHDLHSWHAESCSEKSSFLCKRSQTCVDIKDNVVDEGFYFTPKGDDPCLSCTCHRGE.... Result: 0 (no interaction). (4) The miRNA is hsa-miR-132-3p with sequence UAACAGUCUACAGCCAUGGUCG. The protein sequence of the target gene is MALARGSRQLGALVWGACLCVLVHGQQAQPGQGSDPARWRQLIQWENNGQVYSLLNSGSEYVPAGPQRSESSSRVLLAGAPQAQQRRSHGSPRRRQAPSLPLPGRVGSDTVRGQARHPFGFGQVPDNWREVAVGDSTGMARARTSVSQQRHGGSASSVSASAFASTYRQQPSYPQQFPYPQAPFVSQYENYDPASRTYDQGFVYYRPAGGGVGAGAAAVASAGVIYPYQPRARYEEYGGGEELPEYPPQGFYPAPERPYVPPPPPPPDGLDRRYSHSLYSEGTPGFEQAYPDPGPEAAQA.... Result: 1 (interaction).